Dataset: Catalyst prediction with 721,799 reactions and 888 catalyst types from USPTO. Task: Predict which catalyst facilitates the given reaction. (1) Reactant: [C:1]([Br:5])(Br)(Br)[Br:2].C1(P(C2C=CC=CC=2)C2C=CC=CC=2)C=CC=CC=1.[CH2:25]([CH:29]1[CH2:32][CH:31]([CH:33]=O)[CH2:30]1)[CH:26]([CH3:28])[CH3:27].C(=O)([O-])[O-].[Na+].[Na+]. Product: [Br:2][C:1]([Br:5])=[CH:33][CH:31]1[CH2:32][CH:29]([CH2:25][CH:26]([CH3:28])[CH3:27])[CH2:30]1. The catalyst class is: 2. (2) Reactant: [CH3:1][C:2]1[S:6][C:5]([C:7]2[CH:8]=[CH:9][C:10]3[N:11]([C:26]4[CH:31]=[CH:30][C:29]([O:32]C)=[CH:28][CH:27]=4)[C:12]4[C:17]([C:18]=3[CH:19]=2)=[CH:16][C:15]([C:20]2[S:21][C:22]([CH3:25])=[CH:23][CH:24]=2)=[CH:14][CH:13]=4)=[CH:4][CH:3]=1.B(Br)(Br)Br.CCCCCC. Product: [CH3:25][C:22]1[S:21][C:20]([C:15]2[CH:14]=[CH:13][C:12]3[N:11]([C:26]4[CH:27]=[CH:28][C:29]([OH:32])=[CH:30][CH:31]=4)[C:10]4[C:18]([C:17]=3[CH:16]=2)=[CH:19][C:7]([C:5]2[S:6][C:2]([CH3:1])=[CH:3][CH:4]=2)=[CH:8][CH:9]=4)=[CH:24][CH:23]=1. The catalyst class is: 2. (3) Reactant: [NH2:1][C:2]1[CH:19]=[CH:18][C:5]2[S:6][C:7]([C:9]3[C:10]([NH2:17])=[N:11][CH:12]=[C:13]([N+:15]#[C-:16])[CH:14]=3)=[CH:8][C:4]=2[CH:3]=1.[Cl:20][C:21]1[CH:26]=[CH:25][C:24]([N:27]=[C:28]=[O:29])=[CH:23][C:22]=1[C:30]([F:33])([F:32])[F:31]. Product: [NH2:17][C:10]1[C:9]([C:7]2[S:6][C:5]3[CH:18]=[CH:19][C:2]([NH:1][C:28]([NH:27][C:24]4[CH:25]=[CH:26][C:21]([Cl:20])=[C:22]([C:30]([F:32])([F:31])[F:33])[CH:23]=4)=[O:29])=[CH:3][C:4]=3[CH:8]=2)=[CH:14][C:13]([N+:15]#[C-:16])=[CH:12][N:11]=1. The catalyst class is: 54. (4) Reactant: [Cl:1][C:2]1[CH:7]=[CH:6][C:5]([C:8]2[NH:9][C:10]3[N:11]([N:15]=[CH:16][C:17]=3[C:18]#[N:19])[C:12](=[O:14])[CH:13]=2)=[CH:4][C:3]=1[O:20][CH:21]([CH3:23])[CH3:22].C(=O)([O-])[O-:25].[K+].[K+].OO. Product: [Cl:1][C:2]1[CH:7]=[CH:6][C:5]([C:8]2[NH:9][C:10]3[N:11]([N:15]=[CH:16][C:17]=3[C:18]([NH2:19])=[O:25])[C:12](=[O:14])[CH:13]=2)=[CH:4][C:3]=1[O:20][CH:21]([CH3:23])[CH3:22]. The catalyst class is: 376. (5) Reactant: [Cl:1][C:2]1[CH:7]=[CH:6][C:5]([C:8]2[N:9]=[N:10][S:11][C:12]=2[CH2:13][O:14][C:15]2[CH:20]=[CH:19][C:18]([C:21](=O)[CH2:22][CH2:23][C:24]([OH:26])=[O:25])=[CH:17][CH:16]=2)=[CH:4][CH:3]=1.Cl.[O:29]([NH2:31])[CH3:30].C([O-])([O-])=O.[K+].[K+]. Product: [Cl:1][C:2]1[CH:7]=[CH:6][C:5]([C:8]2[N:9]=[N:10][S:11][C:12]=2[CH2:13][O:14][C:15]2[CH:20]=[CH:19][C:18](/[C:21](=[N:31]\[O:29][CH3:30])/[CH2:22][CH2:23][C:24]([OH:26])=[O:25])=[CH:17][CH:16]=2)=[CH:4][CH:3]=1. The catalyst class is: 8. (6) Reactant: [N+:1]([C:4]1[CH:5]=[C:6]([CH:32]=[CH:33][CH:34]=1)[C:7]([NH:9][C:10]1[CH:11]=[CH:12][C:13]2[N:17]=[CH:16][N:15]([CH:18]([C:25]3[CH:30]=[CH:29][CH:28]=[CH:27][CH:26]=3)[CH2:19][C:20]([O:22]CC)=[O:21])[C:14]=2[CH:31]=1)=[O:8])([O-:3])=[O:2]. Product: [N+:1]([C:4]1[CH:5]=[C:6]([CH:32]=[CH:33][CH:34]=1)[C:7]([NH:9][C:10]1[CH:11]=[CH:12][C:13]2[N:17]=[CH:16][N:15]([CH:18]([C:25]3[CH:26]=[CH:27][CH:28]=[CH:29][CH:30]=3)[CH2:19][C:20]([OH:22])=[O:21])[C:14]=2[CH:31]=1)=[O:8])([O-:3])=[O:2]. The catalyst class is: 33. (7) Reactant: [C:1]([O:5][C:6](=[O:38])[NH:7][C:8]1([C:16]#[C:17][C:18]2[CH:23]=[CH:22][CH:21]=[C:20]([C:24]#[C:25][C:26]3[CH:31]=[C:30]([O:32][CH3:33])[C:29]([O:34][CH3:35])=[C:28]([O:36][CH3:37])[CH:27]=3)[CH:19]=2)[CH2:13][O:12][C:11]([CH3:15])([CH3:14])[O:10][CH2:9]1)([CH3:4])([CH3:3])[CH3:2]. Product: [C:1]([O:5][C:6](=[O:38])[NH:7][C:8]1([CH2:16][CH2:17][C:18]2[CH:23]=[CH:22][CH:21]=[C:20]([CH2:24][CH2:25][C:26]3[CH:27]=[C:28]([O:36][CH3:37])[C:29]([O:34][CH3:35])=[C:30]([O:32][CH3:33])[CH:31]=3)[CH:19]=2)[CH2:9][O:10][C:11]([CH3:15])([CH3:14])[O:12][CH2:13]1)([CH3:3])([CH3:2])[CH3:4]. The catalyst class is: 50. (8) Reactant: [H-].[Na+].[CH3:3][C:4]1([CH3:34])[O:9][C:8]2[CH:10]=[CH:11][C:12]([C@H:14]3[O:18][C:17](=[O:19])[N:16]([CH2:20][CH2:21][C:22]4[CH:33]=[CH:32][C:25]5[O:26][CH2:27][C@@H:28]([CH2:30][OH:31])[O:29][C:24]=5[CH:23]=4)[CH2:15]3)=[CH:13][C:7]=2[CH2:6][O:5]1.[Cl:35][C:36]1[CH:43]=[CH:42][CH:41]=[C:40]([Cl:44])[C:37]=1[CH2:38]Br.[Cl-].[NH4+]. Product: [Cl:35][C:36]1[CH:43]=[CH:42][CH:41]=[C:40]([Cl:44])[C:37]=1[CH2:38][O:31][CH2:30][C@@H:28]1[CH2:27][O:26][C:25]2[CH:32]=[CH:33][C:22]([CH2:21][CH2:20][N:16]3[CH2:15][C@@H:14]([C:12]4[CH:11]=[CH:10][C:8]5[O:9][C:4]([CH3:34])([CH3:3])[O:5][CH2:6][C:7]=5[CH:13]=4)[O:18][C:17]3=[O:19])=[CH:23][C:24]=2[O:29]1. The catalyst class is: 3. (9) Reactant: [Cl:1][C:2]1[C:11]2[C:6](=[CH:7][CH:8]=[C:9]([CH3:12])[CH:10]=2)[N:5]=[CH:4][C:3]=1[CH2:13][OH:14]. Product: [Cl:1][C:2]1[C:11]2[C:6](=[CH:7][CH:8]=[C:9]([CH3:12])[CH:10]=2)[N:5]=[CH:4][C:3]=1[CH:13]=[O:14]. The catalyst class is: 742. (10) Reactant: [F:1][C:2]1[C:7]([F:8])=[C:6]([CH2:9][O:10]C(=O)C2C=CC=CC=2)[CH:5]=[C:4]([F:19])[N:3]=1.C[O-].[Na+].[Cl-].[NH4+]. Product: [F:1][C:2]1[C:7]([F:8])=[C:6]([CH2:9][OH:10])[CH:5]=[C:4]([F:19])[N:3]=1. The catalyst class is: 5.